Dataset: Forward reaction prediction with 1.9M reactions from USPTO patents (1976-2016). Task: Predict the product of the given reaction. (1) Given the reactants NC[C:3]1[C:8](C2C=CC=CC=2)=[CH:7][CH:6]=C[C:4]=1[OH:15].[NH2:16][CH2:17][C:18]1[CH:23]=[CH:22][C:21]([C:24]2[CH:29]=[CH:28][CH:27]=[CH:26][CH:25]=2)=[CH:20][C:19]=1[OH:30].C(Cl)(=O)CCCC.C(N(C(C)C)C(C)C)C, predict the reaction product. The product is: [OH:30][C:19]1[CH:20]=[C:21]([C:24]2[CH:29]=[CH:28][CH:27]=[CH:26][CH:25]=2)[CH:22]=[CH:23][C:18]=1[CH2:17][NH:16][C:4](=[O:15])[CH2:3][CH2:8][CH2:7][CH3:6]. (2) Given the reactants [NH2:1][C:2]1[CH:9]=[C:8]([N+:10]([O-:12])=[O:11])[C:7]([Br:13])=[CH:6][C:3]=1[C:4]#[N:5].CO[CH:16](OC)[N:17]([CH3:19])[CH3:18], predict the reaction product. The product is: [Br:13][C:7]1[C:8]([N+:10]([O-:12])=[O:11])=[CH:9][C:2]([N:1]=[CH:16][N:17]([CH3:19])[CH3:18])=[C:3]([C:4]#[N:5])[CH:6]=1. (3) Given the reactants [OH:1][C:2]1[C:3]([C:19]([NH:21][CH2:22][C:23]([O:25]CC)=[O:24])=[O:20])=[C:4]2[C:9](=[CH:10][CH:11]=1)[NH:8][C:7](=[O:12])[C:6]([C:13]1[CH:18]=[CH:17][CH:16]=[CH:15][CH:14]=1)=[N:5]2.[OH-].[Na+], predict the reaction product. The product is: [OH:1][C:2]1[C:3]([C:19]([NH:21][CH2:22][C:23]([OH:25])=[O:24])=[O:20])=[C:4]2[C:9](=[CH:10][CH:11]=1)[NH:8][C:7](=[O:12])[C:6]([C:13]1[CH:18]=[CH:17][CH:16]=[CH:15][CH:14]=1)=[N:5]2. (4) Given the reactants [CH3:1][C:2]1[CH:7]=[C:6]([S:8]C#N)[C:5]([CH3:11])=[CH:4][C:3]=1[OH:12].P([O-])(O)(O)=O.[K+].O.SC[C@H]([C@@H](CS)O)O, predict the reaction product. The product is: [SH:8][C:6]1[C:5]([CH3:11])=[CH:4][C:3]([OH:12])=[C:2]([CH3:1])[CH:7]=1. (5) Given the reactants Cl.Cl.[O:3]1[CH2:8][CH2:7][N:6]([CH2:9][CH2:10][O:11][C:12]2[CH:17]=[CH:16][C:15](C3C=CC(CC(NCC4C=CC=CC=4)=O)=NC=3)=[CH:14][CH:13]=2)[CH2:5][CH2:4]1.ClCCN1CCOCC1.[Br:44]C1C=CC(O)=CC=1, predict the reaction product. The product is: [Br:44][C:15]1[CH:16]=[CH:17][C:12]([O:11][CH2:10][CH2:9][N:6]2[CH2:7][CH2:8][O:3][CH2:4][CH2:5]2)=[CH:13][CH:14]=1. (6) Given the reactants C([O:5][N:6]=[C:7]1[C:16]2[C:11](=[CH:12][CH:13]=[C:14]([O:17][CH2:18][CH2:19][Cl:20])[CH:15]=2)[O:10][C:9]([C:21]2[N:26]=[CH:25][N:24]3[CH:27]=[CH:28][CH:29]=[C:23]3[CH:22]=2)=[CH:8]1)(C)(C)C.[CH3:30][C@H:31]1[O:36][C@@H:35]([CH3:37])[CH2:34][NH:33][CH2:32]1, predict the reaction product. The product is: [ClH:20].[CH3:37][C@H:35]1[O:36][C@@H:31]([CH3:30])[CH2:32][N:33]([CH2:19][CH2:18][O:17][C:14]2[CH:15]=[C:16]3[C:11](=[CH:12][CH:13]=2)[O:10][C:9]([C:21]2[N:26]=[CH:25][N:24]4[CH:27]=[CH:28][CH:29]=[C:23]4[CH:22]=2)=[CH:8][C:7]3=[N:6][OH:5])[CH2:34]1. (7) Given the reactants [F:1][C:2]([F:12])([F:11])[C:3]1[CH:4]=[C:5]([CH:8]=[CH:9][CH:10]=1)[CH2:6]Br.[OH:13][C:14]1[CH:18]=[C:17]([N:19]2[C:23]3[CH:24]=[N:25][CH:26]=[CH:27][C:22]=3[N:21]=[CH:20]2)[S:16][C:15]=1[C:28]([O:30][CH3:31])=[O:29].C(=O)([O-])[O-].[K+].[K+], predict the reaction product. The product is: [N:21]1[C:22]2[CH:27]=[CH:26][N:25]=[CH:24][C:23]=2[N:19]([C:17]2[S:16][C:15]([C:28]([O:30][CH3:31])=[O:29])=[C:14]([O:13][CH2:6][C:5]3[CH:8]=[CH:9][CH:10]=[C:3]([C:2]([F:12])([F:11])[F:1])[CH:4]=3)[CH:18]=2)[CH:20]=1. (8) Given the reactants Br[C:2]1[CH:3]=[C:4]([CH:8]([NH:14][C:15]([C@@H:17]2[CH2:22][CH2:21][CH2:20][N:19]([C:23](=[O:39])[CH2:24][CH2:25][CH:26]3[CH2:31][CH2:30][N:29]([C:32]([O:34][C:35]([CH3:38])([CH3:37])[CH3:36])=[O:33])[CH2:28][CH2:27]3)[CH2:18]2)=[O:16])[CH2:9][C:10]([O:12][CH3:13])=[O:11])[CH:5]=[N:6][CH:7]=1.[OH:40][C:41]1[CH:46]=[CH:45][CH:44]=[CH:43][C:42]=1B(O)O.[F-].[K+], predict the reaction product. The product is: [OH:40][C:41]1[CH:46]=[CH:45][CH:44]=[CH:43][C:42]=1[C:2]1[CH:3]=[C:4]([CH:8]([NH:14][C:15]([C@@H:17]2[CH2:22][CH2:21][CH2:20][N:19]([C:23](=[O:39])[CH2:24][CH2:25][CH:26]3[CH2:27][CH2:28][N:29]([C:32]([O:34][C:35]([CH3:36])([CH3:38])[CH3:37])=[O:33])[CH2:30][CH2:31]3)[CH2:18]2)=[O:16])[CH2:9][C:10]([O:12][CH3:13])=[O:11])[CH:5]=[N:6][CH:7]=1.